Regression. Given two drug SMILES strings and cell line genomic features, predict the synergy score measuring deviation from expected non-interaction effect. From a dataset of NCI-60 drug combinations with 297,098 pairs across 59 cell lines. (1) Drug 1: C1=NNC2=C1C(=O)NC=N2. Drug 2: C(CCl)NC(=O)N(CCCl)N=O. Cell line: OVCAR-5. Synergy scores: CSS=-0.718, Synergy_ZIP=0.787, Synergy_Bliss=1.95, Synergy_Loewe=-1.45, Synergy_HSA=-0.838. (2) Drug 1: CC12CCC3C(C1CCC2=O)CC(=C)C4=CC(=O)C=CC34C. Drug 2: CCN(CC)CCCC(C)NC1=C2C=C(C=CC2=NC3=C1C=CC(=C3)Cl)OC. Cell line: RXF 393. Synergy scores: CSS=41.5, Synergy_ZIP=1.59, Synergy_Bliss=4.55, Synergy_Loewe=1.61, Synergy_HSA=5.78. (3) Drug 1: CC1=C(C=C(C=C1)NC(=O)C2=CC=C(C=C2)CN3CCN(CC3)C)NC4=NC=CC(=N4)C5=CN=CC=C5. Drug 2: CC1CCC2CC(C(=CC=CC=CC(CC(C(=O)C(C(C(=CC(C(=O)CC(OC(=O)C3CCCCN3C(=O)C(=O)C1(O2)O)C(C)CC4CCC(C(C4)OC)OCCO)C)C)O)OC)C)C)C)OC. Cell line: UACC62. Synergy scores: CSS=-3.15, Synergy_ZIP=3.94, Synergy_Bliss=1.32, Synergy_Loewe=-7.67, Synergy_HSA=-5.96. (4) Drug 1: CC1=C2C(C(=O)C3(C(CC4C(C3C(C(C2(C)C)(CC1OC(=O)C(C(C5=CC=CC=C5)NC(=O)OC(C)(C)C)O)O)OC(=O)C6=CC=CC=C6)(CO4)OC(=O)C)O)C)O. Drug 2: C1CCC(C(C1)N)N.C(=O)(C(=O)[O-])[O-].[Pt+4]. Cell line: SF-539. Synergy scores: CSS=55.3, Synergy_ZIP=-2.69, Synergy_Bliss=-3.68, Synergy_Loewe=-14.9, Synergy_HSA=-0.506. (5) Drug 1: C1CN1P(=S)(N2CC2)N3CC3. Drug 2: C1C(C(OC1N2C=C(C(=O)NC2=O)F)CO)O. Cell line: UO-31. Synergy scores: CSS=39.7, Synergy_ZIP=-5.00, Synergy_Bliss=-1.50, Synergy_Loewe=-23.2, Synergy_HSA=-0.365. (6) Drug 2: CS(=O)(=O)OCCCCOS(=O)(=O)C. Synergy scores: CSS=-0.469, Synergy_ZIP=0.788, Synergy_Bliss=0.0726, Synergy_Loewe=-1.77, Synergy_HSA=-2.02. Cell line: SK-OV-3. Drug 1: C1=CN(C=N1)CC(O)(P(=O)(O)O)P(=O)(O)O. (7) Drug 1: CN(CCCl)CCCl.Cl. Drug 2: COCCOC1=C(C=C2C(=C1)C(=NC=N2)NC3=CC=CC(=C3)C#C)OCCOC.Cl. Cell line: SNB-75. Synergy scores: CSS=-3.62, Synergy_ZIP=0.665, Synergy_Bliss=-0.476, Synergy_Loewe=-3.68, Synergy_HSA=-3.10. (8) Drug 1: C1CCC(C(C1)N)N.C(=O)(C(=O)[O-])[O-].[Pt+4]. Drug 2: CC1C(C(CC(O1)OC2CC(CC3=C2C(=C4C(=C3O)C(=O)C5=C(C4=O)C(=CC=C5)OC)O)(C(=O)CO)O)N)O.Cl. Cell line: SF-295. Synergy scores: CSS=31.6, Synergy_ZIP=-8.85, Synergy_Bliss=-14.5, Synergy_Loewe=-12.5, Synergy_HSA=-10.4.